This data is from Forward reaction prediction with 1.9M reactions from USPTO patents (1976-2016). The task is: Predict the product of the given reaction. (1) Given the reactants [CH3:1][C@@:2]1([OH:12])[CH2:6][CH2:5][CH2:4][C@H:3]1[CH2:7][CH2:8][CH2:9][CH:10]=[CH2:11].[CH:13]1([C@H:18]([N:23]=[C:24]=[O:25])[C:19]([O:21]C)=[O:20])[CH2:17][CH2:16][CH2:15][CH2:14]1, predict the reaction product. The product is: [CH:13]1([C@H:18]([NH:23][C:24]([O:12][C@:2]2([CH3:1])[CH2:6][CH2:5][CH2:4][C@H:3]2[CH2:7][CH2:8][CH2:9][CH:10]=[CH2:11])=[O:25])[C:19]([OH:21])=[O:20])[CH2:14][CH2:15][CH2:16][CH2:17]1. (2) Given the reactants [F:1][C:2]1[CH:7]=[C:6]([F:8])[CH:5]=[CH:4][C:3]=1[S:9]([NH:12][C:13]1[C:14]([O:29][CH3:30])=[N:15][CH:16]=[C:17]([C:19]2[CH:20]=[CH:21][C:22]3[N:23]([C:25](I)=[CH:26][N:27]=3)[CH:24]=2)[CH:18]=1)(=[O:11])=[O:10].[CH:31](N(C(C)C)CC)([CH3:33])[CH3:32].C#CC, predict the reaction product. The product is: [F:1][C:2]1[CH:7]=[C:6]([F:8])[CH:5]=[CH:4][C:3]=1[S:9]([NH:12][C:13]1[C:14]([O:29][CH3:30])=[N:15][CH:16]=[C:17]([C:19]2[CH:20]=[CH:21][C:22]3[N:23]([C:25]([C:32]#[C:31][CH3:33])=[CH:26][N:27]=3)[CH:24]=2)[CH:18]=1)(=[O:11])=[O:10].